This data is from Catalyst prediction with 721,799 reactions and 888 catalyst types from USPTO. The task is: Predict which catalyst facilitates the given reaction. (1) Reactant: [CH:1]1[C:13]2[NH:12][C:11]3[C:6](=[CH:7][CH:8]=[CH:9][CH:10]=3)[C:5]=2[CH:4]=[CH:3][CH:2]=1.[OH-].[Na+].[CH2:16](Br)[CH:17]=[CH2:18].O. Product: [CH2:18]([N:12]1[C:11]2[CH:10]=[CH:9][CH:8]=[CH:7][C:6]=2[C:5]2[C:13]1=[CH:1][CH:2]=[CH:3][CH:4]=2)[CH:17]=[CH2:16]. The catalyst class is: 16. (2) Reactant: BrC1C=CC(C2C(N)=CC(OC)=CC=2)=CC=1OC.[Br:19][C:20]1[C:29]2[C:24](=[CH:25][CH:26]=[CH:27][CH:28]=2)[C:23](/[N:30]=[C:31](/[O:38][CH2:39][CH3:40])\[CH2:32][C:33]([O:35]CC)=O)=[CH:22][CH:21]=1. Product: [Br:19][C:20]1[CH:21]=[C:22]2[C:23](=[C:24]3[CH:25]=[CH:26][CH:27]=[CH:28][C:29]=13)[N:30]=[C:31]([O:38][CH2:39][CH3:40])[CH:32]=[C:33]2[OH:35]. The catalyst class is: 736. (3) Reactant: [Cl:1][C:2]1[CH:3]=[C:4]([CH:8]([NH:11][C:12]2[O:13][C:14]3[C:20]([O:21][CH3:22])=[CH:19][C:18]([C:23]([OH:25])=O)=[CH:17][C:15]=3[N:16]=2)[CH2:9][F:10])[CH:5]=[CH:6][CH:7]=1.Cl.CC1O[CH2:32][C@@H:31]([CH3:34])[NH:30][CH2:29]1.[CH:35](N(CC)C(C)C)(C)C.CN([C:47]([O:51]N1N=NC2C=CC=NC1=2)=[N+](C)C)C.F[P-](F)(F)(F)(F)F. Product: [Cl:1][C:2]1[CH:3]=[C:4]([CH:8]([NH:11][C:12]2[O:13][C:14]3[C:20]([O:21][CH3:22])=[CH:19][C:18]([C:23]4([CH3:35])[O:25][CH2:34][C@@H:31]([CH3:32])[N:30]([CH:47]=[O:51])[CH2:29]4)=[CH:17][C:15]=3[N:16]=2)[CH2:9][F:10])[CH:5]=[CH:6][CH:7]=1. The catalyst class is: 9. (4) Reactant: [NH2:1][CH2:2][CH2:3][C:4]1[CH:5]=[C:6]([NH:10][C:11]([NH:13][CH2:14][C:15]2[CH:20]=[CH:19][C:18](F)=[CH:17]C=2)=[O:12])[CH:7]=[CH:8][CH:9]=1.C(#N)C.[CH:25]([O:28]C(C)C)(C)C. Product: [NH2:1][CH2:2][CH2:3][C:4]1[CH:5]=[C:6]([NH:10][C:11]([NH:13][C:14]2[CH:15]=[CH:20][C:19]([O:28][CH3:25])=[CH:18][CH:17]=2)=[O:12])[CH:7]=[CH:8][CH:9]=1. The catalyst class is: 28. (5) Reactant: [CH2:1]([C:5]1[S:6][CH:7]=[CH:8][N:9]=1)[CH:2]([CH3:4])[CH3:3].[Br:10]N1C(=O)CCC1=O.C(OCC)(=O)C.CCCCCC. Product: [Br:10][C:7]1[S:6][C:5]([CH2:1][CH:2]([CH3:4])[CH3:3])=[N:9][CH:8]=1. The catalyst class is: 3.